From a dataset of Catalyst prediction with 721,799 reactions and 888 catalyst types from USPTO. Predict which catalyst facilitates the given reaction. Reactant: [CH3:1][C:2]1[N:3]=[CH:4][NH:5][C:6]=1[C:7]([O:9][CH2:10][CH3:11])=[O:8].[C:12]([O-])(O)=O.[Na+].CI. Product: [CH3:12][N:5]1[C:6]([C:7]([O:9][CH2:10][CH3:11])=[O:8])=[C:2]([CH3:1])[N:3]=[CH:4]1. The catalyst class is: 3.